From a dataset of Reaction yield outcomes from USPTO patents with 853,638 reactions. Predict the reaction yield, written as a fraction of the theoretical maximum amount of product (1.0 means a 100% yield; for example, 0.34 means a 34% yield). (1) The reactants are [Br:1][C:2]1[CH:7]=[C:6]([F:8])[CH:5]=[CH:4][C:3]=1[CH:9]1[C:14]([C:15]([O:17][CH2:18][CH3:19])=[O:16])=[C:13]([CH2:20]Br)[NH:12][C:11]([C:22]2[S:23][CH:24]=[CH:25][N:26]=2)=[N:10]1.[NH:27]1[CH2:32][CH2:31][O:30][CH2:29][C@H:28]1[C:33]([OH:35])=[O:34].C(=O)([O-])[O-].[K+].[K+]. The catalyst is C(O)C. The product is [Br:1][C:2]1[CH:7]=[C:6]([F:8])[CH:5]=[CH:4][C:3]=1[CH:9]1[N:10]=[C:11]([C:22]2[S:23][CH:24]=[CH:25][N:26]=2)[NH:12][C:13]([CH2:20][N:27]2[CH2:32][CH2:31][O:30][CH2:29][C@H:28]2[C:33]([OH:35])=[O:34])=[C:14]1[C:15]([O:17][CH2:18][CH3:19])=[O:16]. The yield is 0.860. (2) The reactants are [CH3:1][O:2][C:3]1[C:8]([NH2:9])=[CH:7][C:6](B2OC(C)(C)C(C)(C)O2)=[CH:5][N:4]=1.Br[C:20]1[C:21]([CH3:39])=[C:22]([NH:26][C:27](=[O:38])[C:28]2[CH:33]=[CH:32][C:31]([C:34]([CH3:37])([CH3:36])[CH3:35])=[CH:30][CH:29]=2)[CH:23]=[CH:24][CH:25]=1. The catalyst is COCCOC.C(=O)([O-])[O-].[Na+].[Na+].C1C=CC([P]([Pd]([P](C2C=CC=CC=2)(C2C=CC=CC=2)C2C=CC=CC=2)([P](C2C=CC=CC=2)(C2C=CC=CC=2)C2C=CC=CC=2)[P](C2C=CC=CC=2)(C2C=CC=CC=2)C2C=CC=CC=2)(C2C=CC=CC=2)C2C=CC=CC=2)=CC=1. The product is [NH2:9][C:8]1[CH:7]=[C:6]([C:20]2[C:21]([CH3:39])=[C:22]([NH:26][C:27](=[O:38])[C:28]3[CH:29]=[CH:30][C:31]([C:34]([CH3:35])([CH3:36])[CH3:37])=[CH:32][CH:33]=3)[CH:23]=[CH:24][CH:25]=2)[CH:5]=[N:4][C:3]=1[O:2][CH3:1]. The yield is 0.640. (3) The reactants are [Cl:1][C:2]1[CH:3]=[CH:4][C:5]2[NH:11][C:10]3[CH:12]=[CH:13][CH:14]=[CH:15][C:9]=3[C:8](=O)[NH:7][C:6]=2[CH:17]=1.P(Cl)(Cl)([Cl:20])=O.C([O-])([O-])=O.[Na+].[Na+]. The catalyst is C1C=CC=CC=1. The product is [Cl:1][C:2]1[CH:3]=[CH:4][C:5]2[NH:11][C:10]3[CH:12]=[CH:13][CH:14]=[CH:15][C:9]=3[C:8]([Cl:20])=[N:7][C:6]=2[CH:17]=1. The yield is 0.580. (4) The reactants are [NH:1]1[CH:9]=[C:7]([CH3:8])[C:5](=[O:6])[NH:4][C:2]1=[O:3].C(O[C@@H:14]1[CH2:18][C@H:17]([O:19][CH:20]([P:31]([O:35][CH3:36])([O:33][CH3:34])=[O:32])[C:21]([O:23][CH2:24][C:25]2[CH:30]=[CH:29][CH:28]=[CH:27][CH:26]=2)=[O:22])[CH:16]=[CH:15]1)(=O)C.C([O-])([O-])=O.[Na+].[Na+]. The catalyst is C(#N)C. The product is [CH3:34][O:33][P:31]([CH:20]([O:19][C@H:17]1[CH2:18][C@@H:14]([N:1]2[CH:9]=[C:7]([CH3:8])[C:5](=[O:6])[NH:4][C:2]2=[O:3])[CH:15]=[CH:16]1)[C:21]([O:23][CH2:24][C:25]1[CH:30]=[CH:29][CH:28]=[CH:27][CH:26]=1)=[O:22])([O:35][CH3:36])=[O:32]. The yield is 0.210.